This data is from Reaction yield outcomes from USPTO patents with 853,638 reactions. The task is: Predict the reaction yield, written as a fraction of the theoretical maximum amount of product (1.0 means a 100% yield; for example, 0.34 means a 34% yield). (1) The reactants are [OH-].[K+].C(=O)(OC)[O:4][C:5]1[CH:10]=[C:9]([N+:11]([O-:13])=[O:12])[C:8]([C:14]([CH3:17])([CH3:16])[CH3:15])=[CH:7][C:6]=1[Cl:18].Cl. The catalyst is CO. The product is [C:14]([C:8]1[C:9]([N+:11]([O-:13])=[O:12])=[CH:10][C:5]([OH:4])=[C:6]([Cl:18])[CH:7]=1)([CH3:17])([CH3:15])[CH3:16]. The yield is 0.680. (2) The product is [Br:1][CH2:2][CH2:3][NH:5][C:6]1[CH:10]=[CH:9][O:8][N:7]=1. The catalyst is C1COCC1. The reactants are [Br:1][CH2:2][C:3]([NH:5][C:6]1[CH:10]=[CH:9][O:8][N:7]=1)=O.B.C1COCC1. The yield is 0.140. (3) The reactants are FC(F)(F)C(O)=O.[CH3:8][C:9]1[CH:13]=[C:12]([C:14]2[CH:15]=[CH:16][C:17]3[N:18]([C:20]([CH2:23][NH:24]C(=O)OC(C)(C)C)=[N:21][N:22]=3)[N:19]=2)[S:11][N:10]=1. The catalyst is C(Cl)Cl. The product is [CH3:8][C:9]1[CH:13]=[C:12]([C:14]2[CH:15]=[CH:16][C:17]3[N:18]([C:20]([CH2:23][NH2:24])=[N:21][N:22]=3)[N:19]=2)[S:11][N:10]=1. The yield is 0.690.